This data is from Experimentally validated miRNA-target interactions with 360,000+ pairs, plus equal number of negative samples. The task is: Binary Classification. Given a miRNA mature sequence and a target amino acid sequence, predict their likelihood of interaction. (1) Result: 1 (interaction). The protein sequence of the target gene is MKLSLTKVVNGCRLGKIKNLGKTGDHTMDIPGCLLYTKTGSAPHLTHHTLHNIHGVPAMAQLTLSSLAEHHEVLTEYKEGVGKFIGMPESLLYCSLHDPVSPCPAGYVTNKSVSVWSVAGRVEMTVSKFMAIQKALQPDWFQCLSDGEVSCKEATSIKRVRKSVDRSLLFLDNCLRLQEESEVLQKSVIIGVIEGGDVMEERLRSARETAKRPVGGFLLDGFQGNPTTLEARLRLLSSVTAELPEDKPRLISGVSRPDEVLECIERGVDLFESFFPYQVTERGCALTFSFDYQPNPEETL.... The miRNA is hsa-miR-940 with sequence AAGGCAGGGCCCCCGCUCCCC. (2) The miRNA is hsa-miR-4755-3p with sequence AGCCAGGCUCUGAAGGGAAAGU. The protein sequence of the target gene is MASQGRRRRPLRRPETVVPGEATETDSERSASSSEEEELYLGPSGPTRGRPTGLRVAGEAAETDSEPEPEPEPTAAPRDLPPLVVQRESAEEAWGTEEAPAPAPARSLLQLRLAESQARLDHDVAAAVSGVYRRAGRDVAALASRLAAAQAAGLAAAHSVRLARGDLCALAERLDIVAGCRLLPDIRGVPGTEPEKDPGPRA. Result: 1 (interaction). (3) The miRNA is mmu-miR-3072-3p with sequence UGCCCCCUCCAGGAAGCCUUCU. The protein sequence of the target gene is MRAGRGGVPGSGGLRAPPPPLLLLLLAMLPAAAPRSPALAAAPAGPSVSLYLSEDEVRRLLGLDAELYYVRNDLISHYALSFNLLVPSETNFLHFTWHAKSKVEYKLGFQVDNFVAMGMPQVNISAQGEVPRTLSVFRVELSCTGKVDSEVMILMQLNLTVNSSKNFTVLNFKRRKMCYKKLEEVKTSALDKNTSRTIYDPVHAAPTTSTRVFYISVGVCCAVIFLVAIILAVLHLHSMKRIELDDSISASSSSQGLSQPSTQTTQYLRADTPNNATPITSSSGYPTLRIEKNDLRSVTL.... Result: 0 (no interaction).